From a dataset of Forward reaction prediction with 1.9M reactions from USPTO patents (1976-2016). Predict the product of the given reaction. (1) Given the reactants [NH2:1][C:2]1[CH:9]=[CH:8][C:5]([C:6]#[N:7])=[CH:4][C:3]=1[CH3:10].[H-].[Na+].[Cl:13][C:14]1[C:15](=[O:37])[N:16]([CH3:36])[CH:17]=[C:18]([C:21]([N:23]2[CH2:28][CH2:27][CH:26]([C:29]3[CH:34]=[CH:33][C:32]([F:35])=[CH:31][CH:30]=3)[CH2:25][CH2:24]2)=[O:22])[C:19]=1Cl.O, predict the reaction product. The product is: [Cl:13][C:14]1[C:15](=[O:37])[N:16]([CH3:36])[CH:17]=[C:18]([C:21]([N:23]2[CH2:28][CH2:27][CH:26]([C:29]3[CH:30]=[CH:31][C:32]([F:35])=[CH:33][CH:34]=3)[CH2:25][CH2:24]2)=[O:22])[C:19]=1[NH:1][C:2]1[CH:9]=[CH:8][C:5]([C:6]#[N:7])=[CH:4][C:3]=1[CH3:10]. (2) Given the reactants [OH:1][C:2]1[CH:10]=[C:9]([OH:11])[C:8]([N+:12]([O-:14])=[O:13])=[CH:7][C:3]=1[C:4](Cl)=[O:5].[NH2:15][OH:16].O, predict the reaction product. The product is: [OH:1][C:2]1[CH:10]=[C:9]([OH:11])[C:8]([N+:12]([O-:14])=[O:13])=[CH:7][C:3]=1[C:4]([NH:15][OH:16])=[O:5].